Task: Regression. Given two drug SMILES strings and cell line genomic features, predict the synergy score measuring deviation from expected non-interaction effect.. Dataset: NCI-60 drug combinations with 297,098 pairs across 59 cell lines (1) Drug 1: CCCCC(=O)OCC(=O)C1(CC(C2=C(C1)C(=C3C(=C2O)C(=O)C4=C(C3=O)C=CC=C4OC)O)OC5CC(C(C(O5)C)O)NC(=O)C(F)(F)F)O. Drug 2: CC(C)CN1C=NC2=C1C3=CC=CC=C3N=C2N. Cell line: HCC-2998. Synergy scores: CSS=32.5, Synergy_ZIP=-13.1, Synergy_Bliss=-18.9, Synergy_Loewe=-21.5, Synergy_HSA=-21.5. (2) Drug 1: C1CN1C2=NC(=NC(=N2)N3CC3)N4CC4. Synergy scores: CSS=14.5, Synergy_ZIP=-6.22, Synergy_Bliss=-2.75, Synergy_Loewe=0.459, Synergy_HSA=1.39. Cell line: EKVX. Drug 2: CN(CCCl)CCCl.Cl. (3) Drug 1: CC1=C(C(=CC=C1)Cl)NC(=O)C2=CN=C(S2)NC3=CC(=NC(=N3)C)N4CCN(CC4)CCO. Drug 2: COCCOC1=C(C=C2C(=C1)C(=NC=N2)NC3=CC=CC(=C3)C#C)OCCOC.Cl. Cell line: NCI-H460. Synergy scores: CSS=2.39, Synergy_ZIP=0.594, Synergy_Bliss=3.20, Synergy_Loewe=-0.852, Synergy_HSA=0.907. (4) Drug 1: CN(C)C1=NC(=NC(=N1)N(C)C)N(C)C. Drug 2: C1CCC(C(C1)N)N.C(=O)(C(=O)[O-])[O-].[Pt+4]. Cell line: MOLT-4. Synergy scores: CSS=18.2, Synergy_ZIP=0.428, Synergy_Bliss=-2.41, Synergy_Loewe=-51.4, Synergy_HSA=-5.89. (5) Drug 1: CC1=C(C=C(C=C1)NC2=NC=CC(=N2)N(C)C3=CC4=NN(C(=C4C=C3)C)C)S(=O)(=O)N.Cl. Drug 2: COC1=C(C=C2C(=C1)N=CN=C2NC3=CC(=C(C=C3)F)Cl)OCCCN4CCOCC4. Cell line: A498. Synergy scores: CSS=51.2, Synergy_ZIP=12.9, Synergy_Bliss=16.1, Synergy_Loewe=6.29, Synergy_HSA=13.4. (6) Synergy scores: CSS=5.09, Synergy_ZIP=-3.94, Synergy_Bliss=-4.58, Synergy_Loewe=-2.06, Synergy_HSA=-2.00. Drug 2: CC12CCC3C(C1CCC2OP(=O)(O)O)CCC4=C3C=CC(=C4)OC(=O)N(CCCl)CCCl.[Na+]. Cell line: U251. Drug 1: C1CC(=O)NC(=O)C1N2CC3=C(C2=O)C=CC=C3N. (7) Drug 1: CC1C(C(CC(O1)OC2CC(CC3=C2C(=C4C(=C3O)C(=O)C5=C(C4=O)C(=CC=C5)OC)O)(C(=O)C)O)N)O.Cl. Synergy scores: CSS=29.6, Synergy_ZIP=-6.79, Synergy_Bliss=-0.458, Synergy_Loewe=-1.74, Synergy_HSA=2.07. Cell line: HOP-92. Drug 2: C1=CC=C(C=C1)NC(=O)CCCCCCC(=O)NO.